Dataset: Full USPTO retrosynthesis dataset with 1.9M reactions from patents (1976-2016). Task: Predict the reactants needed to synthesize the given product. (1) Given the product [CH3:15][C:10]1[C:9]([NH:8][C:5](=[O:7])[CH3:6])=[CH:14][CH:13]=[CH:12][N:11]=1, predict the reactants needed to synthesize it. The reactants are: C(O[C:5](=[O:7])[CH3:6])(=O)C.[NH2:8][C:9]1[C:10]([CH3:15])=[N:11][CH:12]=[CH:13][CH:14]=1.C(N(C(C)C)CC)(C)C. (2) Given the product [CH:7]1([CH2:12][C@H:13]([CH2:30][N:31]([CH:39]=[O:40])[O:32][CH:33]2[CH2:38][CH2:37][CH2:36][CH2:35][O:34]2)[C:14]([N:16]2[C@H:20]([C:21]([NH:52][C:47]3[N:48]=[CH:49][CH:50]=[CH:51][N:46]=3)=[O:23])[CH2:19][CH2:18][N:17]2[C:24]([O:26][CH2:27][CH:28]=[CH2:29])=[O:25])=[O:15])[CH2:11][CH2:10][CH2:9][CH2:8]1, predict the reactants needed to synthesize it. The reactants are: CN1C=CN=C1.[CH:7]1([CH2:12][C@H:13]([CH2:30][N:31]([CH:39]=[O:40])[O:32][CH:33]2[CH2:38][CH2:37][CH2:36][CH2:35][O:34]2)[C:14]([N:16]2[CH:20]([C:21]([OH:23])=O)[CH2:19][CH2:18][N:17]2[C:24]([O:26][CH2:27][CH:28]=[CH2:29])=[O:25])=[O:15])[CH2:11][CH2:10][CH2:9][CH2:8]1.S(Cl)(C)(=O)=O.[N:46]1[CH:51]=[CH:50][CH:49]=[N:48][C:47]=1[NH2:52]. (3) Given the product [Cl:2][C:3]1[CH:4]=[C:5]([C:10]2[CH:15]=[CH:14][CH:13]=[C:12]([CH2:16][C@@H:17]([NH:24][C:42]([C:28]3[CH:29]=[C:30]([C:32]4[CH:33]=[CH:34][C:35]([C:38]([F:40])([F:41])[F:39])=[CH:36][CH:37]=4)[CH:31]=[C:26]([Cl:25])[C:27]=3[O:45][CH3:46])=[O:43])[C:18]3[O:22][N:21]=[C:20]([CH3:23])[N:19]=3)[CH:11]=2)[CH:6]=[CH:7][C:8]=1[F:9], predict the reactants needed to synthesize it. The reactants are: Cl.[Cl:2][C:3]1[CH:4]=[C:5]([C:10]2[CH:15]=[CH:14][CH:13]=[C:12]([CH2:16][CH:17]([NH2:24])[C:18]3[O:22][N:21]=[C:20]([CH3:23])[N:19]=3)[CH:11]=2)[CH:6]=[CH:7][C:8]=1[F:9].[Cl:25][C:26]1[C:27]([O:45][CH3:46])=[C:28]([C:42](O)=[O:43])[CH:29]=[C:30]([C:32]2[CH:37]=[CH:36][C:35]([C:38]([F:41])([F:40])[F:39])=[CH:34][CH:33]=2)[CH:31]=1. (4) Given the product [OH:16][CH2:15][C:14]([CH3:18])([CH3:17])[CH2:13][NH:12][S:1]([C:3]1[CH:8]=[CH:7][C:6]([NH2:9])=[CH:5][CH:4]=1)(=[O:10])=[O:2], predict the reactants needed to synthesize it. The reactants are: [S:1](F)(=[O:10])([C:3]1[CH:8]=[CH:7][C:6]([NH2:9])=[CH:5][CH:4]=1)=[O:2].[NH2:12][CH2:13][C:14]([CH3:18])([CH3:17])[CH2:15][OH:16].C(N(CC)CC)C. (5) Given the product [C:14]([C:18]1[CH:19]=[CH:20][CH:21]=[C:22]2[C:27]=1[N:26]=[C:25]([C:28]1[N:32]3[CH:33]=[C:34]([CH:37]([N:1]4[CH2:5][CH2:4][C@H:3]([NH:6][C:7](=[O:13])[O:8][C:9]([CH3:10])([CH3:12])[CH3:11])[CH2:2]4)[CH3:38])[CH:35]=[CH:36][C:31]3=[N:30][N:29]=1)[CH:24]=[CH:23]2)([CH3:17])([CH3:16])[CH3:15], predict the reactants needed to synthesize it. The reactants are: [NH:1]1[CH2:5][CH2:4][C@H:3]([NH:6][C:7](=[O:13])[O:8][C:9]([CH3:12])([CH3:11])[CH3:10])[CH2:2]1.[C:14]([C:18]1[CH:19]=[CH:20][CH:21]=[C:22]2[C:27]=1[N:26]=[C:25]([C:28]1[N:32]3[CH:33]=[C:34]([C:37](=O)[CH3:38])[CH:35]=[CH:36][C:31]3=[N:30][N:29]=1)[CH:24]=[CH:23]2)([CH3:17])([CH3:16])[CH3:15].[BH4-].[Na+].[OH-].[NH4+].